Dataset: Full USPTO retrosynthesis dataset with 1.9M reactions from patents (1976-2016). Task: Predict the reactants needed to synthesize the given product. (1) Given the product [CH2:3]([O:10][C:11]1[C:16]([CH2:17][N:18]2[CH2:27][CH2:26][C:25]3[C:20](=[C:21]([Cl:36])[C:22]([CH:29]([O:35][CH3:41])[CH:30]4[CH2:34][CH2:33][O:32][CH2:31]4)=[CH:23][C:24]=3[CH3:28])[C:19]2=[O:37])=[C:15]([O:38][CH3:39])[CH:14]=[C:13]([CH3:40])[N:12]=1)[C:4]1[CH:9]=[CH:8][CH:7]=[CH:6][CH:5]=1, predict the reactants needed to synthesize it. The reactants are: IC.[CH2:3]([O:10][C:11]1[C:16]([CH2:17][N:18]2[CH2:27][CH2:26][C:25]3[C:20](=[C:21]([Cl:36])[C:22]([CH:29]([OH:35])[CH:30]4[CH2:34][CH2:33][O:32][CH2:31]4)=[CH:23][C:24]=3[CH3:28])[C:19]2=[O:37])=[C:15]([O:38][CH3:39])[CH:14]=[C:13]([CH3:40])[N:12]=1)[C:4]1[CH:9]=[CH:8][CH:7]=[CH:6][CH:5]=1.[CH3:41]C(C)([O-])C.[K+].C(O)(=O)C. (2) Given the product [N+:8]([C:4]1[C:3]2[N:11]=[C:12]([CH2:13][C:14]3[CH:19]=[CH:18][CH:17]=[CH:16][C:15]=3[N:20]3[CH:24]=[N:23][N:22]=[N:21]3)[O:25][C:2]=2[CH:7]=[CH:6][CH:5]=1)([O-:10])=[O:9], predict the reactants needed to synthesize it. The reactants are: O[C:2]1[CH:7]=[CH:6][CH:5]=[C:4]([N+:8]([O-:10])=[O:9])[C:3]=1[NH:11][C:12](=[O:25])[CH2:13][C:14]1[CH:19]=[CH:18][CH:17]=[CH:16][C:15]=1[N:20]1[CH:24]=[N:23][N:22]=[N:21]1. (3) The reactants are: [C:1]([O:5][C:6]([NH:8][CH:9]1[CH2:14][CH2:13][CH2:12][CH:11]([C:15]([OH:17])=O)[CH2:10]1)=[O:7])([CH3:4])([CH3:3])[CH3:2].C(N(CC)CC)C.F[P-](F)(F)(F)(F)F.N1(O[P+](N2CCCC2)(N2CCCC2)N2CCCC2)C2C=CC=CC=2N=N1.Cl.[CH3:59][NH:60][O:61][CH3:62]. Given the product [CH3:62][O:61][N:60]([CH3:59])[C:15]([CH:11]1[CH2:12][CH2:13][CH2:14][CH:9]([NH:8][C:6](=[O:7])[O:5][C:1]([CH3:2])([CH3:3])[CH3:4])[CH2:10]1)=[O:17], predict the reactants needed to synthesize it. (4) Given the product [C:1]1([N:7]2[CH2:8][CH2:9][N:10]([C:13](=[S:14])[NH2:15])[CH2:11][CH2:12]2)[CH:6]=[CH:5][CH:4]=[CH:3][CH:2]=1, predict the reactants needed to synthesize it. The reactants are: [C:1]1([N:7]2[CH2:12][CH2:11][N:10]([C:13]([NH:15]C(=O)OCC)=[S:14])[CH2:9][CH2:8]2)[CH:6]=[CH:5][CH:4]=[CH:3][CH:2]=1.Cl.[OH-].[Na+]. (5) The reactants are: O[C@H]1[C@H](C=C)[C@@H]2[C@@H](C=C([CH2:12][CH2:13][CH2:14][CH2:15][C:16]([O:18]C)=[O:17])C2)C1.[OH:20][C@@H:21]1[C@@H:28]([CH:29]=[CH2:30])[C@H:27]2[C@H:23]([CH:24]=[C:25]([CH2:31][CH2:32][CH2:33][CH2:34][C:35]([O:37][CH3:38])=[O:36])[CH2:26]2)[CH2:22]1.[C:39]([Si:43]([CH3:54])([CH3:53])[O:44][C@@H:45]([CH2:48][CH2:49][CH2:50][CH2:51][CH3:52])C=C)([CH3:42])([CH3:41])[CH3:40]. Given the product [C:16]([O-:18])(=[O:17])[CH2:15][CH2:14][CH2:13][CH3:12].[Si:43]([O:44][C@@H:45]([CH2:48][CH2:49][CH2:50][CH2:51][CH3:52])/[CH:30]=[CH:29]/[C@H:28]1[C@H:27]2[C@H:23]([CH:24]=[C:25]([CH2:31][CH2:32][CH2:33][CH2:34][C:35]([O:37][CH3:38])=[O:36])[CH2:26]2)[CH2:22][C@@H:21]1[OH:20])([C:39]([CH3:40])([CH3:41])[CH3:42])([CH3:54])[CH3:53], predict the reactants needed to synthesize it. (6) Given the product [Cl:18][C:19]1[CH:24]=[CH:23][CH:22]=[CH:21][C:20]=1[S:25]([NH:15][CH:12]1[CH2:13][CH2:14][N:9]([C:4]2[C:3]([C:2]([F:16])([F:1])[F:17])=[CH:8][CH:7]=[CH:6][N:5]=2)[CH2:10][CH2:11]1)(=[O:27])=[O:26], predict the reactants needed to synthesize it. The reactants are: [F:1][C:2]([F:17])([F:16])[C:3]1[C:4]([N:9]2[CH2:14][CH2:13][CH:12]([NH2:15])[CH2:11][CH2:10]2)=[N:5][CH:6]=[CH:7][CH:8]=1.[Cl:18][C:19]1[CH:24]=[CH:23][CH:22]=[CH:21][C:20]=1[S:25](Cl)(=[O:27])=[O:26].